This data is from HIV replication inhibition screening data with 41,000+ compounds from the AIDS Antiviral Screen. The task is: Binary Classification. Given a drug SMILES string, predict its activity (active/inactive) in a high-throughput screening assay against a specified biological target. (1) The molecule is CC1(C)CCCC2(C)C3C(O)CC2(C)C(O)C31. The result is 0 (inactive). (2) The drug is [O-][Cl+3]([O-])([O-])[O-].c1ccn2c(N3CCCC3)[n+]3c4ccccc4n4c(N5CCCC5)[n+]5ccccc5c4c3c2c1. The result is 1 (active). (3) The molecule is CC(=O)[OH+][Cu-4]12([OH+]c3ccccc3C=[N+]1c1ccc(S(=O)(=O)Nc3nccc(C)n3)cc1)[OH+]c1ccccc1C=[N+]2c1ccc(S(=O)(=O)Nc2nccc(C)n2)cc1. The result is 0 (inactive). (4) The drug is CC(O)C1OC(n2ccc(=O)[nH]c2=O)CC1n1cncn1. The result is 0 (inactive). (5) The compound is Cc1cc(N(CCC#N)CCC#N)ccc1N=Nc1ccc(Br)cc1. The result is 0 (inactive). (6) The molecule is CC(C)CCCC(C)C1CCC2C3CC=C4CC(OC(=O)CCC(=O)O)CCC4(C)C3CCC12C. The result is 0 (inactive). (7) The compound is O=[N+]([O-])c1cc(C2ON=C(c3ccccc3)N2C23CC4CC(CC(C4)C2)C3)ccc1Cl. The result is 0 (inactive).